This data is from Full USPTO retrosynthesis dataset with 1.9M reactions from patents (1976-2016). The task is: Predict the reactants needed to synthesize the given product. (1) Given the product [NH2:13][C:11]([C:7]1[CH:6]=[C:5]2[C:10]([C:2]([C:22]3[N:21]([C:19]([O:18][C:14]([CH3:17])([CH3:16])[CH3:15])=[O:20])[C:29]4[C:24]([CH:23]=3)=[CH:25][C:26]([CH2:30][O:31][Si:32]([C:35]([CH3:36])([CH3:37])[CH3:38])([CH3:34])[CH3:33])=[CH:27][CH:28]=4)=[N:3][NH:4]2)=[CH:9][CH:8]=1)=[O:12], predict the reactants needed to synthesize it. The reactants are: I[C:2]1[C:10]2[C:5](=[CH:6][C:7]([C:11]([NH2:13])=[O:12])=[CH:8][CH:9]=2)[NH:4][N:3]=1.[C:14]([O:18][C:19]([N:21]1[C:29]2[C:24](=[CH:25][C:26]([CH2:30][O:31][Si:32]([C:35]([CH3:38])([CH3:37])[CH3:36])([CH3:34])[CH3:33])=[CH:27][CH:28]=2)[CH:23]=[C:22]1B(O)O)=[O:20])([CH3:17])([CH3:16])[CH3:15].[Cl-].[Li+].C(=O)([O-])[O-].[Na+].[Na+]. (2) The reactants are: [CH3:1][O:2][C:3](=[O:19])[C@H:4]([CH2:13][CH2:14][C:15]([O:17][CH3:18])=[O:16])[NH:5][C:6]([O:8][C:9]([CH3:12])([CH3:11])[CH3:10])=[O:7].[Li].C[Si]([N-][Si](C)(C)C)(C)C.[I:30][CH2:31][CH2:32][CH2:33][CH2:34][CH2:35][CH2:36]I. Given the product [CH3:1][O:2][C:3](=[O:19])[C@@H:4]([NH:5][C:6]([O:8][C:9]([CH3:11])([CH3:12])[CH3:10])=[O:7])[CH2:13][C@H:14]([CH2:36][CH2:35][CH2:34][CH2:33][CH2:32][CH2:31][I:30])[C:15]([O:17][CH3:18])=[O:16], predict the reactants needed to synthesize it. (3) Given the product [CH2:1]([O:8][C:9]1[C:10]([CH3:23])=[C:11]2[C:15](=[CH:16][CH:17]=1)[N:14]([CH3:26])[C:13]([C:18]([O:20][CH2:21][CH3:22])=[O:19])=[CH:12]2)[C:2]1[CH:3]=[CH:4][CH:5]=[CH:6][CH:7]=1, predict the reactants needed to synthesize it. The reactants are: [CH2:1]([O:8][C:9]1[C:10]([CH3:23])=[C:11]2[C:15](=[CH:16][CH:17]=1)[NH:14][C:13]([C:18]([O:20][CH2:21][CH3:22])=[O:19])=[CH:12]2)[C:2]1[CH:7]=[CH:6][CH:5]=[CH:4][CH:3]=1.[H-].[Na+].[CH3:26]I.[Cl-].[Na+]. (4) Given the product [CH3:4][C:2]([C:5]1[C:10]([C:11]2[CH:16]=[C:15]([O:17][CH3:18])[CH:14]=[CH:13][C:12]=2[F:19])=[CH:9][C:8]([CH2:20][O:21][C:22]2[CH:23]=[CH:24][C:25]([C@@H:28]([CH:34]=[C:35]([CH3:37])[CH3:36])[CH2:29][C:30]([OH:32])=[O:31])=[CH:26][CH:27]=2)=[CH:7][CH:6]=1)([CH3:1])[CH3:3], predict the reactants needed to synthesize it. The reactants are: [CH3:1][C:2]([C:5]1[C:10]([C:11]2[CH:16]=[C:15]([O:17][CH3:18])[CH:14]=[CH:13][C:12]=2[F:19])=[CH:9][C:8]([CH2:20][O:21][C:22]2[CH:27]=[CH:26][C:25]([C@@H:28]([CH:34]=[C:35]([CH3:37])[CH3:36])[CH2:29][C:30]([O:32]C)=[O:31])=[CH:24][CH:23]=2)=[CH:7][CH:6]=1)([CH3:4])[CH3:3].C1COCC1.CCO.[OH-].[Na+]. (5) The reactants are: [NH2:1][C:2]1[C:7]([C:8]([C:10]2[C:15]([O:16][CH3:17])=[CH:14][CH:13]=[C:12]([F:18])[C:11]=2[F:19])=[O:9])=[CH:6][N:5]=[C:4]([NH:20][CH:21]2[CH2:26][CH2:25][N:24]([S:27]([CH2:30][CH2:31][CH2:32]Cl)(=[O:29])=[O:28])[CH2:23][CH2:22]2)[N:3]=1.[C:34]([O-:37])(=[O:36])[CH3:35].[Na+]. Given the product [NH2:1][C:2]1[C:7]([C:8](=[O:9])[C:10]2[C:15]([O:16][CH3:17])=[CH:14][CH:13]=[C:12]([F:18])[C:11]=2[F:19])=[CH:6][N:5]=[C:4]([NH:20][CH:21]2[CH2:26][CH2:25][N:24]([S:27]([CH2:30][CH2:31][CH2:32][O:37][C:34](=[O:36])[CH3:35])(=[O:29])=[O:28])[CH2:23][CH2:22]2)[N:3]=1, predict the reactants needed to synthesize it. (6) Given the product [NH2:19][C:20]1[CH:35]=[CH:34][CH:33]=[C:22]2[C:21]=1[C:26](=[O:27])[N:2]([CH:3]([C:8]1[CH:9]=[CH:10][C:11]([O:14][CH3:15])=[CH:12][C:13]=1[O:46][CH2:41][CH3:42])[CH2:4][CH:5]([OH:7])[CH3:6])[C:23]2=[O:24], predict the reactants needed to synthesize it. The reactants are: Cl.[NH2:2][CH:3]([C:8]1[CH:13]=[CH:12][C:11]([O:14][CH3:15])=[C:10](OCC)[CH:9]=1)[CH2:4][CH:5]([OH:7])[CH3:6].[NH2:19][C:20]1[CH:35]=[CH:34][CH:33]=[C:22]2[C:23](N(C(OCC)=O)[C:26](=[O:27])[C:21]=12)=[O:24].C(N([CH2:41][CH3:42])CC)C.CN(C)C=[O:46]. (7) Given the product [CH2:13]([Sn:17]([CH2:28][CH2:29][CH2:30][CH3:31])([CH2:24][CH2:25][CH2:26][CH3:27])[C:18]1[CH2:22][CH2:21][CH:20]([N:36]2[C:35](=[O:37])[C:34]3=[CH:38][CH:39]=[CH:40][CH:41]=[C:33]3[C:32]2=[O:42])[CH:19]=1)[CH2:14][CH2:15][CH3:16], predict the reactants needed to synthesize it. The reactants are: N(C(OCC)=O)=NC(OCC)=O.[CH2:13]([Sn:17]([CH2:28][CH2:29][CH2:30][CH3:31])([CH2:24][CH2:25][CH2:26][CH3:27])[C:18]1[CH2:22][CH2:21][CH:20](O)[CH:19]=1)[CH2:14][CH2:15][CH3:16].[C:32]1(=[O:42])[NH:36][C:35](=[O:37])[C:34]2=[CH:38][CH:39]=[CH:40][CH:41]=[C:33]12.C1(P(C2C=CC=CC=2)C2C=CC=CC=2)C=CC=CC=1. (8) The reactants are: [CH3:1][C:2]1[CH:10]=[C:9]2[C:5]([CH:6]=[C:7]([C:11]3[C:19]4[C:14](=[N:15][CH:16]=[C:17]([C:20]5[CH:21]=[C:22]([NH:26][C:27](=[O:30])[CH:28]=[CH2:29])[CH:23]=[CH:24][CH:25]=5)[N:18]=4)[N:13](C(C4C=CC=CC=4)(C4C=CC=CC=4)C4C=CC=CC=4)[CH:12]=3)[NH:8]2)=[CH:4][CH:3]=1.FC(F)(F)C(O)=O. Given the product [CH3:1][C:2]1[CH:10]=[C:9]2[C:5]([CH:6]=[C:7]([C:11]3[C:19]4[C:14](=[N:15][CH:16]=[C:17]([C:20]5[CH:21]=[C:22]([NH:26][C:27](=[O:30])[CH:28]=[CH2:29])[CH:23]=[CH:24][CH:25]=5)[N:18]=4)[NH:13][CH:12]=3)[NH:8]2)=[CH:4][CH:3]=1, predict the reactants needed to synthesize it. (9) Given the product [F:24][C:25]1[CH:26]=[C:27]([C:2]2[C:11]3[C:6](=[C:7]([C:12]([F:15])([F:14])[F:13])[CH:8]=[CH:9][CH:10]=3)[N:5]=[CH:4][C:3]=2[C:16]([C:18]2[CH:23]=[CH:22][CH:21]=[CH:20][CH:19]=2)=[O:17])[CH:28]=[C:29]([F:31])[CH:30]=1, predict the reactants needed to synthesize it. The reactants are: Cl[C:2]1[C:11]2[C:6](=[C:7]([C:12]([F:15])([F:14])[F:13])[CH:8]=[CH:9][CH:10]=2)[N:5]=[CH:4][C:3]=1[C:16]([C:18]1[CH:23]=[CH:22][CH:21]=[CH:20][CH:19]=1)=[O:17].[F:24][C:25]1[CH:26]=[C:27](B(O)O)[CH:28]=[C:29]([F:31])[CH:30]=1.C(=O)([O-])[O-].[Na+].[Na+].C(O)C. (10) The reactants are: [C:1]1([CH3:12])[CH:6]=[CH:5][C:4]([O:7][CH2:8][C:9](Cl)=[O:10])=[CH:3][CH:2]=1.[Cl:13][C:14]1[CH:19]=[CH:18][C:17]([C:20]2[N:24]=[C:23]([CH2:25][NH:26][CH:27]([CH3:29])[CH3:28])[O:22][N:21]=2)=[CH:16][CH:15]=1.C(N(CC)CC)C. Given the product [Cl:13][C:14]1[CH:15]=[CH:16][C:17]([C:20]2[N:24]=[C:23]([CH2:25][N:26]([CH:27]([CH3:29])[CH3:28])[C:9](=[O:10])[CH2:8][O:7][C:4]3[CH:5]=[CH:6][C:1]([CH3:12])=[CH:2][CH:3]=3)[O:22][N:21]=2)=[CH:18][CH:19]=1, predict the reactants needed to synthesize it.